Task: Predict the reactants needed to synthesize the given product.. Dataset: Retrosynthesis with 50K atom-mapped reactions and 10 reaction types from USPTO (1) Given the product O=C(NCCNC(=O)c1ccc(O)cc1F)c1ccc(Cl)cc1, predict the reactants needed to synthesize it. The reactants are: NCCNC(=O)c1ccc(Cl)cc1.O=C(O)c1ccc(O)cc1F. (2) The reactants are: BrCc1ccccc1.CCCCCCCCCCCCCCCCC(O)C(=O)O. Given the product CCCCCCCCCCCCCCCCC(O)C(=O)OCc1ccccc1, predict the reactants needed to synthesize it. (3) Given the product CC(O)c1ccc2c(c1)N(CCN1CCC(NCc3ccc4c(n3)NC(=O)CO4)CC1)C(=O)CO2, predict the reactants needed to synthesize it. The reactants are: CC(=O)c1ccc2c(c1)N(CCN1CCC(NCc3ccc4c(n3)NC(=O)CO4)CC1)C(=O)CO2. (4) Given the product CN(c1ccc(OC(F)(F)F)cc1)C1CCN(C[C@@]2(C)Cn3cc([N+](=O)[O-])nc3O2)CC1, predict the reactants needed to synthesize it. The reactants are: C=O.C[C@]1(CN2CCC(Nc3ccc(OC(F)(F)F)cc3)CC2)Cn2cc([N+](=O)[O-])nc2O1.